This data is from Reaction yield outcomes from USPTO patents with 853,638 reactions. The task is: Predict the reaction yield, written as a fraction of the theoretical maximum amount of product (1.0 means a 100% yield; for example, 0.34 means a 34% yield). (1) The reactants are C[O:2][C:3](=[O:35])[CH2:4][NH:5][C:6]([C:8]1[C:17]2[C:12](=[CH:13][CH:14]=[CH:15][CH:16]=2)[C:11]([C:18]2[CH2:22][C:21]([C:27]3[CH:32]=[C:31]([Cl:33])[CH:30]=[C:29]([Cl:34])[CH:28]=3)([C:23]([F:26])([F:25])[F:24])[O:20][N:19]=2)=[CH:10][CH:9]=1)=[O:7].[OH-].[Li+]. The catalyst is O1CCCC1.O. The product is [Cl:34][C:29]1[CH:28]=[C:27]([C:21]2([C:23]([F:25])([F:24])[F:26])[O:20][N:19]=[C:18]([C:11]3[C:12]4[C:17](=[CH:16][CH:15]=[CH:14][CH:13]=4)[C:8]([C:6]([NH:5][CH2:4][C:3]([OH:35])=[O:2])=[O:7])=[CH:9][CH:10]=3)[CH2:22]2)[CH:32]=[C:31]([Cl:33])[CH:30]=1. The yield is 0.990. (2) The reactants are [CH2:1]([C:3]1[C:4]([O:29][CH3:30])=[C:5]([C:10]([NH:13][S:14]([C:17]2[CH:22]=[CH:21][C:20]([F:23])=[CH:19][C:18]=2[CH2:24][CH2:25][CH2:26][CH2:27][OH:28])(=[O:16])=[O:15])=[CH:11][CH:12]=1)[C:6]([O:8][CH3:9])=[O:7])[CH3:2].[CH3:31][S:32](Cl)(=[O:34])=[O:33].N1C=CC=CC=1. The catalyst is ClCCl. The product is [CH2:1]([C:3]1[C:4]([O:29][CH3:30])=[C:5]([C:10]([NH:13][S:14]([C:17]2[CH:22]=[CH:21][C:20]([F:23])=[CH:19][C:18]=2[CH2:24][CH2:25][CH2:26][CH2:27][O:28][S:32]([CH3:31])(=[O:34])=[O:33])(=[O:16])=[O:15])=[CH:11][CH:12]=1)[C:6]([O:8][CH3:9])=[O:7])[CH3:2]. The yield is 0.970.